This data is from Reaction yield outcomes from USPTO patents with 853,638 reactions. The task is: Predict the reaction yield, written as a fraction of the theoretical maximum amount of product (1.0 means a 100% yield; for example, 0.34 means a 34% yield). The reactants are [CH3:1][NH:2][S:3]([C:6]1[CH:11]=[CH:10][C:9]([C:12]2[C:20]3[C:19]4[CH2:21][NH:22][CH2:23][CH2:24][C:18]=4[NH:17][C:16]=3[N:15]=[CH:14][CH:13]=2)=[CH:8][CH:7]=1)(=[O:5])=[O:4].[C:25](OC(=O)C)(=[O:27])[CH3:26].CCN(C(C)C)C(C)C. The catalyst is O1CCOCC1.CCOC(C)=O.O. The product is [C:25]([N:22]1[CH2:23][CH2:24][C:18]2[NH:17][C:16]3[N:15]=[CH:14][CH:13]=[C:12]([C:9]4[CH:8]=[CH:7][C:6]([S:3]([NH:2][CH3:1])(=[O:5])=[O:4])=[CH:11][CH:10]=4)[C:20]=3[C:19]=2[CH2:21]1)(=[O:27])[CH3:26]. The yield is 0.480.